This data is from Catalyst prediction with 721,799 reactions and 888 catalyst types from USPTO. The task is: Predict which catalyst facilitates the given reaction. Reactant: [F:1][C:2]1[CH:17]=[C:16]([CH:18]=O)[CH:15]=[CH:14][C:3]=1[O:4][C:5]1[CH:6]=[CH:7][C:8]([C:11]([NH2:13])=[O:12])=[N:9][CH:10]=1.[CH2:20]([CH:22]([CH2:26][CH3:27])[CH2:23][CH2:24][NH2:25])[CH3:21].[BH4-].[Na+]. Product: [CH2:20]([CH:22]([CH2:26][CH3:27])[CH2:23][CH2:24][NH:25][CH2:18][C:16]1[CH:15]=[CH:14][C:3]([O:4][C:5]2[CH:6]=[CH:7][C:8]([C:11]([NH2:13])=[O:12])=[N:9][CH:10]=2)=[C:2]([F:1])[CH:17]=1)[CH3:21]. The catalyst class is: 5.